From a dataset of Reaction yield outcomes from USPTO patents with 853,638 reactions. Predict the reaction yield, written as a fraction of the theoretical maximum amount of product (1.0 means a 100% yield; for example, 0.34 means a 34% yield). (1) The reactants are Br[CH2:2][C:3]1[C:4]([F:11])=[C:5]([CH:8]=[CH:9][CH:10]=1)[C:6]#[N:7].[CH3:12][O-:13].[Na+]. The catalyst is CO. The product is [F:11][C:4]1[C:3]([CH2:2][O:13][CH3:12])=[CH:10][CH:9]=[CH:8][C:5]=1[C:6]#[N:7]. The yield is 0.840. (2) The reactants are [CH3:1][O:2][C@@H:3]1[O:9][C@H:8]([CH2:10]Cl)[C@@H:6]([OH:7])[C@H:4]1[OH:5].C([O-])([O-])=O.[K+].[K+].[H][H]. The catalyst is [Ni].CC(O)C. The product is [CH3:1][O:2][C@@H:3]1[O:9][C@H:8]([CH3:10])[C@@H:6]([OH:7])[C@H:4]1[OH:5]. The yield is 0.830. (3) The reactants are Cl[CH2:2][C:3]([NH:5][C:6]1[CH:19]=[CH:18][C:17]2[C:16](=[O:20])[C:15]3[C:10](=[CH:11][C:12]([NH:21][C:22](=[O:25])[CH2:23]Cl)=[CH:13][CH:14]=3)[C:9](=[O:26])[C:8]=2[CH:7]=1)=[O:4].[CH2:27]([NH:29][CH2:30][CH3:31])[CH3:28].[N:32]1[CH:37]=[CH:36]C=[CH:34][CH:33]=1. The catalyst is CN(C)C=O. The product is [CH2:27]([N:29]([CH2:30][CH3:31])[CH2:2][C:3]([NH:5][C:6]1[CH:19]=[CH:18][C:17]2[C:16](=[O:20])[C:15]3[C:10](=[CH:11][C:12]([NH:21][C:22](=[O:25])[CH2:23][N:32]([CH2:37][CH3:36])[CH2:33][CH3:34])=[CH:13][CH:14]=3)[C:9](=[O:26])[C:8]=2[CH:7]=1)=[O:4])[CH3:28]. The yield is 0.610. (4) The reactants are C([O-])([O-])=O.[Na+].[Na+].Br[C:8]1[CH:9]=[C:10]([C:14]([CH3:21])([O:16][Si:17]([CH3:20])([CH3:19])[CH3:18])[CH3:15])[CH:11]=[CH:12][CH:13]=1.[CH2:22]([C:24]([C:43]1[CH:56]=[CH:55][C:46]([O:47][CH2:48][C@@H:49]2[O:53][C:52](=[O:54])[CH2:51][CH2:50]2)=[C:45]([CH3:57])[CH:44]=1)([C:27]1[CH:32]=[CH:31][C:30](B2OC(C)(C)C(C)(C)O2)=[C:29]([CH3:42])[CH:28]=1)[CH2:25][CH3:26])[CH3:23].C(OCC)(=O)C. The catalyst is CN(C)C=O. The product is [CH2:22]([C:24]([C:43]1[CH:56]=[CH:55][C:46]([O:47][CH2:48][C@@H:49]2[O:53][C:52](=[O:54])[CH2:51][CH2:50]2)=[C:45]([CH3:57])[CH:44]=1)([C:27]1[CH:32]=[CH:31][C:30]([C:8]2[CH:13]=[CH:12][CH:11]=[C:10]([C:14]([CH3:21])([O:16][Si:17]([CH3:20])([CH3:19])[CH3:18])[CH3:15])[CH:9]=2)=[C:29]([CH3:42])[CH:28]=1)[CH2:25][CH3:26])[CH3:23]. The yield is 0.492. (5) The reactants are [H-].[Na+].[C:3]([C:5]1[C:10]([C:11]2[NH:15][CH:14]=[C:13]([CH2:16][N:17]([CH3:25])[C:18](=[O:24])[O:19][C:20]([CH3:23])([CH3:22])[CH3:21])[CH:12]=2)=[CH:9][CH:8]=[CH:7][N:6]=1)#[N:4].C1OCCOCCOCCOCCOC1.[S:41]1[CH:45]=[CH:44][C:43]([S:46](Cl)(=[O:48])=[O:47])=[CH:42]1.[Cl-].[NH4+]. The catalyst is O1CCCC1. The product is [C:3]([C:5]1[C:10]([C:11]2[N:15]([S:46]([C:43]3[CH:44]=[CH:45][S:41][CH:42]=3)(=[O:48])=[O:47])[CH:14]=[C:13]([CH2:16][N:17]([CH3:25])[C:18](=[O:24])[O:19][C:20]([CH3:21])([CH3:22])[CH3:23])[CH:12]=2)=[CH:9][CH:8]=[CH:7][N:6]=1)#[N:4]. The yield is 0.880. (6) The reactants are [NH2:1][C:2]1[CH:7]=[C:6]([O:8][C:9]2[CH:14]=[CH:13][C:12]([NH:15][C:16]([C:18]3([C:21]([NH:23][C:24]4[CH:29]=[CH:28][C:27]([F:30])=[CH:26][CH:25]=4)=[O:22])[CH2:20][CH2:19]3)=[O:17])=[CH:11][C:10]=2[F:31])[CH:5]=[CH:4][N:3]=1.C([N:34]([CH2:37]C)CC)C.ClC([O:42][C:43]1[CH:48]=CC=[CH:45][CH:44]=1)=O.[O:49]1CCCC1. No catalyst specified. The product is [F:31][C:10]1[CH:11]=[C:12]([NH:15][C:16]([C:18]2([C:21]([NH:23][C:24]3[CH:25]=[CH:26][C:27]([F:30])=[CH:28][CH:29]=3)=[O:22])[CH2:20][CH2:19]2)=[O:17])[CH:13]=[CH:14][C:9]=1[O:8][C:6]1[CH:5]=[CH:4][N:3]=[C:2]([NH:1][C:37]([N:34]2[CH2:45][CH2:44][C@H:43]([OH:42])[CH2:48]2)=[O:49])[CH:7]=1. The yield is 0.768. (7) The reactants are N1CCCC1.C(OC([O:13][C:14]1[C:26]([C:27]([F:30])([F:29])[F:28])=[CH:25][CH:24]=[C:23]([CH2:31][O:32][C:33]2[CH:38]=[CH:37][C:36]([C:39]3[CH:44]=[CH:43][C:42]([CH2:45][C:46]([O:48][CH3:49])=[O:47])=[CH:41][C:40]=3[C:50]#[N:51])=[CH:35][CH:34]=2)[C:15]=1[C:16]([O:18][C:19]([CH3:22])([CH3:21])[CH3:20])=[O:17])=O)(C)(C)C. The catalyst is O1CCOCC1. The product is [C:50]([C:40]1[CH:41]=[C:42]([CH2:45][C:46]([O:48][CH3:49])=[O:47])[CH:43]=[CH:44][C:39]=1[C:36]1[CH:37]=[CH:38][C:33]([O:32][CH2:31][C:23]2[C:15]([C:16]([O:18][C:19]([CH3:20])([CH3:21])[CH3:22])=[O:17])=[C:14]([OH:13])[C:26]([C:27]([F:28])([F:29])[F:30])=[CH:25][CH:24]=2)=[CH:34][CH:35]=1)#[N:51]. The yield is 0.600. (8) The reactants are [Br:1][C:2]1[CH:7]=[CH:6][C:5]([C:8](=[O:25])[CH2:9][C:10]([CH2:21][CH2:22][O:23][CH3:24])(C(OCC)=O)[C:11]([O:13][CH2:14][CH3:15])=[O:12])=[CH:4][CH:3]=1.[OH-].[Na+]. The catalyst is CC(C)=O.C(O)C. The product is [Br:1][C:2]1[CH:7]=[CH:6][C:5]([C:8](=[O:25])[CH2:9][CH:10]([CH2:21][CH2:22][O:23][CH3:24])[C:11]([O:13][CH2:14][CH3:15])=[O:12])=[CH:4][CH:3]=1. The yield is 0.860.